Dataset: Forward reaction prediction with 1.9M reactions from USPTO patents (1976-2016). Task: Predict the product of the given reaction. (1) Given the reactants [F:1][C:2]1[CH:7]=[C:6]([F:8])[CH:5]=[CH:4][C:3]=1[C:9]1[CH2:12][CH2:11][C:10]=1[N:13](C=O)[C:14](=[O:16])[CH3:15].C(=O)([O-])[O-].[K+].[K+].C(=O)(O)[O-].[Na+], predict the reaction product. The product is: [F:1][C:2]1[CH:7]=[C:6]([F:8])[CH:5]=[CH:4][C:3]=1[C:9]1[CH2:12][CH2:11][C:10]=1[NH:13][C:14](=[O:16])[CH3:15]. (2) Given the reactants [CH:1]([N:4]1[C:8]([C:9]2[CH2:13][NH:12][CH2:11][C:10]=2[CH2:14][OH:15])=[CH:7][CH:6]=[N:5]1)([CH3:3])[CH3:2].C=O.[BH-](OC(C)=O)(OC(C)=O)O[C:20](C)=O.[Na+], predict the reaction product. The product is: [CH:1]([N:4]1[C:8]([C:9]2[CH2:13][N:12]([CH3:20])[CH2:11][C:10]=2[CH2:14][OH:15])=[CH:7][CH:6]=[N:5]1)([CH3:3])[CH3:2]. (3) Given the reactants [Cl:1][C:2]1[N:7]=[CH:6][C:5]([CH2:8][C:9]([OH:11])=O)=[CH:4][C:3]=1[CH3:12].[N:13]1[CH:18]=[CH:17][N:16]=[CH:15][C:14]=1[C:19]1[CH:20]=[CH:21][C:22]([NH2:25])=[N:23][CH:24]=1.C1(N=C=NC2CCCCC2)CCCCC1, predict the reaction product. The product is: [Cl:1][C:2]1[N:7]=[CH:6][C:5]([CH2:8][C:9]([NH:25][C:22]2[CH:21]=[CH:20][C:19]([C:14]3[CH:15]=[N:16][CH:17]=[CH:18][N:13]=3)=[CH:24][N:23]=2)=[O:11])=[CH:4][C:3]=1[CH3:12]. (4) Given the reactants Br[CH2:2][C:3]1[C:12]([C:13]([O:15]C)=O)=[C:11]([Cl:17])[C:10]2[C:5](=[CH:6][CH:7]=[C:8]([O:18][CH3:19])[CH:9]=2)[N:4]=1.[CH2:20]([NH2:22])[CH3:21], predict the reaction product. The product is: [Cl:17][C:11]1[C:10]2[CH:9]=[C:8]([O:18][CH3:19])[CH:7]=[CH:6][C:5]=2[N:4]=[C:3]2[CH2:2][N:22]([CH2:20][CH3:21])[C:13](=[O:15])[C:12]=12. (5) Given the reactants [NH2:1][N:2]1[CH:6]=[CH:5][C:4]([Cl:7])=[C:3]1[C:8]([OH:10])=[O:9].[Cl:11][CH2:12][C:13](Cl)=[O:14], predict the reaction product. The product is: [Cl:7][C:4]1[CH:5]=[CH:6][N:2]([NH:1][C:13](=[O:14])[CH2:12][Cl:11])[C:3]=1[C:8]([OH:10])=[O:9]. (6) Given the reactants [F:1][C:2]1[CH:7]=[CH:6][CH:5]=[CH:4][C:3]=1[CH:8]1[CH2:13][CH2:12][N:11](C(=O)C(F)(F)F)[CH2:10][CH:9]1[CH2:20][N:21]([C@@H:29]([C:31]1[C:40]2[C:35](=[CH:36][CH:37]=[CH:38][CH:39]=2)[CH:34]=[CH:33][CH:32]=1)[CH3:30])[C:22](=[O:28])[O:23][C:24]([CH3:27])([CH3:26])[CH3:25], predict the reaction product. The product is: [F:1][C:2]1[CH:7]=[CH:6][CH:5]=[CH:4][C:3]=1[CH:8]1[CH2:13][CH2:12][NH:11][CH2:10][CH:9]1[CH2:20][N:21]([C@@H:29]([C:31]1[C:40]2[C:35](=[CH:36][CH:37]=[CH:38][CH:39]=2)[CH:34]=[CH:33][CH:32]=1)[CH3:30])[C:22](=[O:28])[O:23][C:24]([CH3:26])([CH3:25])[CH3:27]. (7) Given the reactants C([O:4][C@@H:5]1[C@@H:10]([O:11]C(=O)C)[C@H:9]([O:15]C(=O)C)[C@@H:8]([CH2:19][O:20]C(=O)C)[O:7][C@H:6]1[O:24][C:25]1[C:29]([CH2:30][C:31]2[CH:36]=[CH:35][C:34](/[CH:37]=[CH:38]/[CH2:39][C:40]([OH:42])=O)=[CH:33][CH:32]=2)=[C:28]([CH:43]([CH3:45])[CH3:44])[NH:27][N:26]=1)(=O)C.Cl.NC[C:49]([NH2:51])=[O:50].O[N:53]1[C:57]2C=CC=CC=2N=N1.Cl.C(N=C=NCCCN(C)C)C, predict the reaction product. The product is: [C:49]([N:53]([CH3:57])[C:40]([CH2:39]/[CH:38]=[CH:37]/[C:34]1[CH:35]=[CH:36][C:31]([CH2:30][C:29]2[C:25]([O:24][C@@H:6]3[O:7][C@H:8]([CH2:19][OH:20])[C@@H:9]([OH:15])[C@H:10]([OH:11])[C@H:5]3[OH:4])=[N:26][NH:27][C:28]=2[CH:43]([CH3:45])[CH3:44])=[CH:32][CH:33]=1)=[O:42])(=[O:50])[NH2:51].